This data is from Full USPTO retrosynthesis dataset with 1.9M reactions from patents (1976-2016). The task is: Predict the reactants needed to synthesize the given product. (1) Given the product [NH2:26][C@@H:21]([CH2:22][CH:23]([CH3:25])[CH3:24])[CH2:20][O:19][C:15]1[CH:16]=[CH:17][C:18]2[C:9]3[C:10](=[C:5]([NH:4][C:1](=[O:3])[CH3:2])[N:6]=[CH:7][CH:8]=3)[CH:11]([CH3:34])[O:12][C:13]=2[CH:14]=1, predict the reactants needed to synthesize it. The reactants are: [C:1]([NH:4][C:5]1[N:6]=[CH:7][CH:8]=[C:9]2[C:18]3[CH:17]=[CH:16][C:15]([O:19][CH2:20][C@@H:21]([NH:26]C(=O)OC(C)(C)C)[CH2:22][CH:23]([CH3:25])[CH3:24])=[CH:14][C:13]=3[O:12][CH:11]([CH3:34])[C:10]=12)(=[O:3])[CH3:2].C(O)(C(F)(F)F)=O. (2) Given the product [F:1][C:2]1[CH:10]=[CH:9][CH:8]=[C:7]([F:11])[C:3]=1[C:4]1[S:6][CH:14]=[C:15]([C:16]([O:18][CH2:21][CH3:22])=[O:17])[N:5]=1, predict the reactants needed to synthesize it. The reactants are: [F:1][C:2]1[CH:10]=[CH:9][CH:8]=[C:7]([F:11])[C:3]=1[C:4](=[S:6])[NH2:5].C([CH:14](Br)[C:15](=O)[C:16]([O-:18])=[O:17])C.[CH2:21](O)[CH3:22]. (3) The reactants are: [F:1][C:2]1[CH:7]=[C:6]([F:8])[CH:5]=[CH:4][C:3]=1[C:9]1[C:10]2[CH:16]=[C:15]([C:17]([O:19][CH2:20][CH3:21])=[O:18])[S:14][C:11]=2[NH:12][N:13]=1.C(=O)([O-])[O-].[K+].[K+].[CH3:28][C@H:29]1[C@H:31]([CH3:32])[O:30]1. Given the product [F:1][C:2]1[CH:7]=[C:6]([F:8])[CH:5]=[CH:4][C:3]=1[C:9]1[C:10]2[CH:16]=[C:15]([C:17]([O:19][CH2:20][CH3:21])=[O:18])[S:14][C:11]=2[N:12]([CH:31]([CH:29]([OH:30])[CH3:28])[CH3:32])[N:13]=1, predict the reactants needed to synthesize it. (4) Given the product [F:14][C:2]1([F:1])[CH2:3][CH2:4][N:5]([CH2:8][CH2:9][C:10]([NH:12][C:15](=[O:16])[O:17][CH2:18][C:19]2[CH:24]=[CH:23][CH:22]=[CH:21][CH:20]=2)([CH3:11])[CH3:13])[CH2:6][CH2:7]1, predict the reactants needed to synthesize it. The reactants are: [F:1][C:2]1([F:14])[CH2:7][CH2:6][N:5]([CH2:8][CH2:9][C:10]([CH3:13])([NH2:12])[CH3:11])[CH2:4][CH2:3]1.[C:15](ON1C(=O)CCC1=O)([O:17][CH2:18][C:19]1[CH:24]=[CH:23][CH:22]=[CH:21][CH:20]=1)=[O:16]. (5) Given the product [ClH:34].[NH2:8][C@@H:9]([CH2:13][C:14]1[CH:15]=[CH:16][C:17]([O:20][C:21]2[CH:26]=[CH:25][C:24]([O:27][C:28]3[CH:33]=[CH:32][CH:31]=[CH:30][CH:29]=3)=[CH:23][CH:22]=2)=[CH:18][CH:19]=1)[C:10]([OH:12])=[O:11], predict the reactants needed to synthesize it. The reactants are: C(OC([NH:8][C@@H:9]([CH2:13][C:14]1[CH:19]=[CH:18][C:17]([O:20][C:21]2[CH:26]=[CH:25][C:24]([O:27][C:28]3[CH:33]=[CH:32][CH:31]=[CH:30][CH:29]=3)=[CH:23][CH:22]=2)=[CH:16][CH:15]=1)[C:10]([OH:12])=[O:11])=O)(C)(C)C.[ClH:34].